Dataset: NCI-60 drug combinations with 297,098 pairs across 59 cell lines. Task: Regression. Given two drug SMILES strings and cell line genomic features, predict the synergy score measuring deviation from expected non-interaction effect. Drug 1: CC1C(C(CC(O1)OC2CC(OC(C2O)C)OC3=CC4=CC5=C(C(=O)C(C(C5)C(C(=O)C(C(C)O)O)OC)OC6CC(C(C(O6)C)O)OC7CC(C(C(O7)C)O)OC8CC(C(C(O8)C)O)(C)O)C(=C4C(=C3C)O)O)O)O. Drug 2: C(CCl)NC(=O)N(CCCl)N=O. Cell line: TK-10. Synergy scores: CSS=28.1, Synergy_ZIP=-2.82, Synergy_Bliss=-1.50, Synergy_Loewe=-1.18, Synergy_HSA=0.0920.